From a dataset of TCR-epitope binding with 47,182 pairs between 192 epitopes and 23,139 TCRs. Binary Classification. Given a T-cell receptor sequence (or CDR3 region) and an epitope sequence, predict whether binding occurs between them. (1) The TCR CDR3 sequence is CASSKNGGSGGNEQFF. Result: 0 (the TCR does not bind to the epitope). The epitope is WICLLQFAY. (2) The epitope is LVLSVNPYV. Result: 0 (the TCR does not bind to the epitope). The TCR CDR3 sequence is CASSLGADYEQYF. (3) The epitope is RAKFKQLL. The TCR CDR3 sequence is CASSSAAAYEQYF. Result: 1 (the TCR binds to the epitope). (4) Result: 0 (the TCR does not bind to the epitope). The epitope is KLWAQCVQL. The TCR CDR3 sequence is CASSLAGMGETQYF. (5) The epitope is FSKQLQQSM. The TCR CDR3 sequence is CATGTTGNTEAFF. Result: 1 (the TCR binds to the epitope). (6) The epitope is PROT_97E67BCC. The TCR CDR3 sequence is CASRGTATGNTIYF. Result: 1 (the TCR binds to the epitope). (7) The epitope is SFHSLHLLF. The TCR CDR3 sequence is CASSLNGGHYEQYF. Result: 1 (the TCR binds to the epitope).